Task: Regression. Given a peptide amino acid sequence and an MHC pseudo amino acid sequence, predict their binding affinity value. This is MHC class II binding data.. Dataset: Peptide-MHC class II binding affinity with 134,281 pairs from IEDB The peptide sequence is SQPATGAATVAAGAA. The MHC is HLA-DQA10301-DQB10302 with pseudo-sequence HLA-DQA10301-DQB10302. The binding affinity (normalized) is 0.423.